From a dataset of Reaction yield outcomes from USPTO patents with 853,638 reactions. Predict the reaction yield, written as a fraction of the theoretical maximum amount of product (1.0 means a 100% yield; for example, 0.34 means a 34% yield). (1) The reactants are [CH2:1]([C@@H:8]1[CH2:12][O:11][C:10](=[O:13])[N:9]1[C:14](=[O:19])[CH2:15][CH2:16][CH:17]=[CH2:18])[C:2]1[CH:7]=[CH:6][CH:5]=[CH:4][CH:3]=1.[Li+].C[Si]([N-][Si](C)(C)C)(C)C.Br[CH2:31][C:32]1[C:37]([Cl:38])=[CH:36][C:35]([O:39][CH2:40][C:41]2[CH:46]=[CH:45][CH:44]=[CH:43][CH:42]=2)=[CH:34][C:33]=1[Cl:47]. The catalyst is C1COCC1. The product is [CH2:1]([C@@H:8]1[CH2:12][O:11][C:10](=[O:13])[N:9]1[C:14](=[O:19])[C@H:15]([CH2:31][C:32]1[C:33]([Cl:47])=[CH:34][C:35]([O:39][CH2:40][C:41]2[CH:42]=[CH:43][CH:44]=[CH:45][CH:46]=2)=[CH:36][C:37]=1[Cl:38])[CH2:16][CH:17]=[CH2:18])[C:2]1[CH:3]=[CH:4][CH:5]=[CH:6][CH:7]=1. The yield is 0.860. (2) The reactants are C(O[C:6]([NH:8][C:9]1[CH:14]=[CH:13][CH:12]=[CH:11][C:10]=1[NH2:15])=[O:7])(C)(C)C.[O:16]1[CH2:21][CH2:20][N:19]([C:22]2[CH:30]=[CH:29][C:25](C(O)=O)=[CH:24][CH:23]=2)[CH2:18][CH2:17]1. The catalyst is CN(C=O)C. The product is [NH2:15][C:10]1[CH:11]=[CH:12][CH:13]=[CH:14][C:9]=1[NH:8][C:6](=[O:7])[C:25]1[CH:24]=[CH:23][C:22]([N:19]2[CH2:18][CH2:17][O:16][CH2:21][CH2:20]2)=[CH:30][CH:29]=1. The yield is 0.120. (3) The reactants are [CH2:1]([O:8][C:9]1[CH:10]=[CH:11][C:12]([O:19][CH3:20])=[C:13]([NH:15][C:16](=O)[CH3:17])[CH:14]=1)[C:2]1[CH:7]=[CH:6][CH:5]=[CH:4][CH:3]=1.CO. The catalyst is C1COCC1. The product is [CH2:1]([O:8][C:9]1[CH:10]=[CH:11][C:12]([O:19][CH3:20])=[C:13]([CH:14]=1)[NH:15][CH2:16][CH3:17])[C:2]1[CH:3]=[CH:4][CH:5]=[CH:6][CH:7]=1. The yield is 1.00. (4) The reactants are C(Cl)CCl.[OH:5][CH2:6][C:7]([O:9][CH2:10][C:11]1[CH:16]=[CH:15][CH:14]=[CH:13][CH:12]=1)=[O:8].[CH:17]1([CH2:20][O:21][C:22]2[CH:30]=[CH:29][C:25]([C:26](O)=[O:27])=[CH:24][C:23]=2[CH:31]=[O:32])[CH2:19][CH2:18]1. The catalyst is CN(C1C=CN=CC=1)C.C(Cl)Cl. The product is [CH:17]1([CH2:20][O:21][C:22]2[CH:30]=[CH:29][C:25]([C:26]([O:5][CH2:6][C:7]([O:9][CH2:10][C:11]3[CH:16]=[CH:15][CH:14]=[CH:13][CH:12]=3)=[O:8])=[O:27])=[CH:24][C:23]=2[CH:31]=[O:32])[CH2:19][CH2:18]1. The yield is 1.00. (5) The reactants are C[O:2][C:3]([C:5]1[CH:24]=[CH:23][C:8]([CH2:9][NH:10][C:11](=[O:22])[NH:12][C:13]2[CH:17]=[CH:16][S:15][C:14]=2[C:18](OC)=[O:19])=[CH:7][CH:6]=1)=[O:4].[OH-].[Na+].O. The catalyst is CO. The product is [O:22]=[C:11]1[NH:12][C:13]2[CH:17]=[CH:16][S:15][C:14]=2[C:18](=[O:19])[N:10]1[CH2:9][C:8]1[CH:23]=[CH:24][C:5]([C:3]([OH:2])=[O:4])=[CH:6][CH:7]=1. The yield is 0.950. (6) The catalyst is C(OC(=O)C)(=O)C. The product is [Cl:18][C:4]1[C:5]2[C:10]3[CH2:11][CH2:12][CH2:13][CH2:14][C:9]=3[O:8][C:6]=2[N:7]=[C:2]([CH3:1])[N:3]=1. The yield is 0.820. The reactants are [CH3:1][C:2]1[NH:3][C:4](=O)[C:5]2[C:10]3[CH2:11][CH2:12][CH2:13][CH2:14][C:9]=3[O:8][C:6]=2[N:7]=1.O=P(Cl)(Cl)[Cl:18].C(Cl)(Cl)Cl.CCCCCC.